From a dataset of NCI-60 drug combinations with 297,098 pairs across 59 cell lines. Regression. Given two drug SMILES strings and cell line genomic features, predict the synergy score measuring deviation from expected non-interaction effect. Drug 1: CNC(=O)C1=CC=CC=C1SC2=CC3=C(C=C2)C(=NN3)C=CC4=CC=CC=N4. Drug 2: C1=NC2=C(N=C(N=C2N1C3C(C(C(O3)CO)O)F)Cl)N. Cell line: SNB-19. Synergy scores: CSS=27.8, Synergy_ZIP=-4.41, Synergy_Bliss=-6.88, Synergy_Loewe=-21.8, Synergy_HSA=-6.49.